Dataset: Reaction yield outcomes from USPTO patents with 853,638 reactions. Task: Predict the reaction yield, written as a fraction of the theoretical maximum amount of product (1.0 means a 100% yield; for example, 0.34 means a 34% yield). (1) The reactants are O.[NH2:2][NH2:3].[NH2:4][C:5]1[C:10]([F:11])=[C:9](F)[N:8]=[C:7]([C:13]#[N:14])[C:6]=1[Cl:15]. The catalyst is C1COCC1.CS(C)=O.C(#N)C. The product is [NH2:4][C:5]1[C:10]([F:11])=[C:9]([NH:2][NH2:3])[N:8]=[C:7]([C:13]#[N:14])[C:6]=1[Cl:15]. The yield is 0.980. (2) The catalyst is O.[C-]#N.[C-]#N.[C-]#N.[C-]#N.[C-]#N.[C-]#N.[K+].[K+].[K+].[K+].[Fe+6]. The reactants are [CH3:1][O:2][C:3]1[CH:8]=[CH:7][C:6]([N:9]2[CH2:14][CH2:13][O:12][CH2:11][CH2:10]2)=[CH:5][C:4]=1[NH:15][C:16]([C:18]1[NH:19][CH:20]=[CH:21][N:22]=1)=[S:17].[OH-].[K+]. The product is [NH:22]1[CH:21]=[CH:20][N:19]=[C:18]1[C:16]1[S:17][C:5]2[C:6]([N:9]3[CH2:10][CH2:11][O:12][CH2:13][CH2:14]3)=[CH:7][CH:8]=[C:3]([O:2][CH3:1])[C:4]=2[N:15]=1. The yield is 0.470. (3) The reactants are [Cl:1][C:2]1[CH:3]=[C:4]([C:11]2[CH:15]=[CH:14][N:13]([CH2:16][C@@H:17]([NH:19][C:20]([C:22]3[N:23]=[C:24]([CH3:27])[NH:25][CH:26]=3)=[O:21])[CH3:18])[N:12]=2)[CH:5]=[C:6]([F:10])[C:7]=1[C:8]#[N:9].C(=O)([O-])[O-].[Cs+].[Cs+].I[CH2:35][CH2:36][F:37].O. The catalyst is C1COCC1. The product is [Cl:1][C:2]1[CH:3]=[C:4]([C:11]2[CH:15]=[CH:14][N:13]([CH2:16][C@@H:17]([NH:19][C:20]([C:22]3[N:23]=[C:24]([CH3:27])[N:25]([CH2:35][CH2:36][F:37])[CH:26]=3)=[O:21])[CH3:18])[N:12]=2)[CH:5]=[C:6]([F:10])[C:7]=1[C:8]#[N:9]. The yield is 0.275. (4) The yield is 0.850. The catalyst is C1COCC1. The reactants are [CH3:1][Mg+].[Br-].[F:4][C:5]1[CH:10]=[CH:9][CH:8]=[CH:7][C:6]=1[N:11]1[CH:16]=[C:15]([O:17][CH3:18])[C:14](=[O:19])[C:13]([C:20](N(OC)C)=[O:21])=[N:12]1. The product is [C:20]([C:13]1[C:14](=[O:19])[C:15]([O:17][CH3:18])=[CH:16][N:11]([C:6]2[CH:7]=[CH:8][CH:9]=[CH:10][C:5]=2[F:4])[N:12]=1)(=[O:21])[CH3:1].